From a dataset of Catalyst prediction with 721,799 reactions and 888 catalyst types from USPTO. Predict which catalyst facilitates the given reaction. Reactant: [CH2:1](OC(OCC)OCC)C.[NH2:11][C:12]1[CH:33]=[CH:32][CH:31]=[CH:30][C:13]=1[C:14]([NH:16][C:17]1[CH:18]=[C:19]([CH:26]=[CH:27][C:28]=1[CH3:29])[C:20]([NH:22][CH:23]1[CH2:25][CH2:24]1)=[O:21])=[O:15].C(O)(=O)C. Product: [CH:23]1([NH:22][C:20](=[O:21])[C:19]2[CH:26]=[CH:27][C:28]([CH3:29])=[C:17]([N:16]3[C:14](=[O:15])[C:13]4[C:12](=[CH:33][CH:32]=[CH:31][CH:30]=4)[N:11]=[CH:1]3)[CH:18]=2)[CH2:25][CH2:24]1. The catalyst class is: 8.